Dataset: Full USPTO retrosynthesis dataset with 1.9M reactions from patents (1976-2016). Task: Predict the reactants needed to synthesize the given product. Given the product [C:1]([C:4]1[C:9]([C:10]2[CH:15]=[CH:14][CH:13]=[CH:12][CH:11]=2)=[N:8][N:7]([CH2:16][CH3:17])[C:6](=[O:18])[C:5]=1[NH:19][C:27]1[CH:28]=[CH:29][CH:30]=[C:31]2[C:26]=1[CH:25]=[CH:24][N:23]=[CH:22]2)(=[O:3])[CH3:2], predict the reactants needed to synthesize it. The reactants are: [C:1]([C:4]1[C:9]([C:10]2[CH:15]=[CH:14][CH:13]=[CH:12][CH:11]=2)=[N:8][N:7]([CH2:16][CH3:17])[C:6](=[O:18])[C:5]=1[N+:19]([O-])=O)(=[O:3])[CH3:2].[CH:22]1[C:31]2[CH:30]=[CH:29][CH:28]=[C:27](N)[C:26]=2[CH:25]=[CH:24][N:23]=1.